This data is from Reaction yield outcomes from USPTO patents with 853,638 reactions. The task is: Predict the reaction yield, written as a fraction of the theoretical maximum amount of product (1.0 means a 100% yield; for example, 0.34 means a 34% yield). (1) The reactants are [OH:1][C:2]1[C:7]([N+:8]([O-])=O)=[CH:6][CH:5]=[CH:4][C:3]=1[C:11]1[CH:16]=[CH:15][CH:14]=[C:13]([C:17]([OH:19])=[O:18])[CH:12]=1. The catalyst is CO.[Pd]. The product is [NH2:8][C:7]1[C:2]([OH:1])=[C:3]([C:11]2[CH:16]=[CH:15][CH:14]=[C:13]([C:17]([OH:19])=[O:18])[CH:12]=2)[CH:4]=[CH:5][CH:6]=1. The yield is 0.505. (2) The reactants are [CH3:1][O:2][C:3]([NH:5][C@@H:6]([CH:20]([CH3:22])[CH3:21])[C:7]([N:9]1[C@@H:13]([CH3:14])[CH2:12][CH2:11][C@H:10]1[C:15]([O:17]CC)=[O:16])=[O:8])=[O:4].[Li+].[OH-]. The catalyst is CO. The product is [CH3:1][O:2][C:3]([NH:5][C@@H:6]([CH:20]([CH3:22])[CH3:21])[C:7]([N:9]1[C@@H:13]([CH3:14])[CH2:12][CH2:11][C@H:10]1[C:15]([OH:17])=[O:16])=[O:8])=[O:4]. The yield is 0.560. (3) The reactants are [C:1]([O:4][CH2:5][C@@:6]([NH:26][C:27](=[O:29])[CH3:28])([CH3:25])[CH2:7][CH2:8][C:9]1[O:10][C:11]([C:14]#[C:15][CH2:16][CH2:17][CH2:18][C:19]2[CH:24]=[CH:23][CH:22]=[CH:21][CH:20]=2)=[CH:12][CH:13]=1)(=[O:3])[CH3:2]. The catalyst is CO.[Pd]. The product is [C:1]([O:4][CH2:5][C@@:6]([NH:26][C:27](=[O:29])[CH3:28])([CH3:25])[CH2:7][CH2:8][C:9]1[O:10][C:11]([CH2:14][CH2:15][CH2:16][CH2:17][CH2:18][C:19]2[CH:20]=[CH:21][CH:22]=[CH:23][CH:24]=2)=[CH:12][CH:13]=1)(=[O:3])[CH3:2]. The yield is 0.820.